The task is: Regression/Classification. Given a drug SMILES string, predict its absorption, distribution, metabolism, or excretion properties. Task type varies by dataset: regression for continuous measurements (e.g., permeability, clearance, half-life) or binary classification for categorical outcomes (e.g., BBB penetration, CYP inhibition). Dataset: cyp2c9_veith.. This data is from CYP2C9 inhibition data for predicting drug metabolism from PubChem BioAssay. (1) The compound is CC[C@]1(O)C[C@@H]2CN(CCc3c([nH]c4ccccc34)[C@](C(=O)OC)(c3cc4c(cc3OC)N(C)[C@H]3[C@](O)(C(=O)OC)[C@@H](C(=O)OC)[C@@]5(CC)C=CCN6CC[C@@]43[C@@H]65)C2)C1. The result is 0 (non-inhibitor). (2) The compound is Cc1cccc(C)c1OC[C@@H](N)C(C)C. The result is 0 (non-inhibitor). (3) The molecule is CC(=O)Nc1ccc(N2C(=O)CSC2c2c(F)cccc2Cl)cc1. The result is 1 (inhibitor). (4) The drug is Cc1noc(C)c1C(=O)N1CCC[C@@]2(CCN(c3ncccn3)C2)C1. The result is 0 (non-inhibitor). (5) The molecule is COc1cc2c(cc1O)[C@@H](c1cc(O)c(O)c(OC)c1)[C@@](O)(C(=O)O)[C@@H](CO)[C@@H]2O. The result is 0 (non-inhibitor).